From a dataset of Peptide-MHC class I binding affinity with 185,985 pairs from IEDB/IMGT. Regression. Given a peptide amino acid sequence and an MHC pseudo amino acid sequence, predict their binding affinity value. This is MHC class I binding data. The peptide sequence is ASDPSFPDI. The MHC is HLA-A02:01 with pseudo-sequence HLA-A02:01. The binding affinity (normalized) is 0.0847.